Predict the product of the given reaction. From a dataset of Forward reaction prediction with 1.9M reactions from USPTO patents (1976-2016). (1) Given the reactants [NH2:1][C:2]1[NH:7][C:6](=[O:8])[NH:5][C:4](=[O:9])[CH:3]=1.[C:10]([O:16][CH2:17][C:18]1[CH:23]=[C:22]([C:24](/[CH:26]=[CH:27]/N(C)C)=O)[CH:21]=[CH:20][C:19]=1[O:31][CH3:32])(=[O:15])[C:11]([CH3:14])([CH3:13])[CH3:12].[OH-].[K+].C(=O)([O-])[O-].[K+].[K+], predict the reaction product. The product is: [C:10]([O:16][CH2:17][C:18]1[CH:23]=[C:22]([C:24]2[CH:26]=[CH:27][C:3]3[C:4](=[O:9])[NH:5][C:6](=[O:8])[NH:7][C:2]=3[N:1]=2)[CH:21]=[CH:20][C:19]=1[O:31][CH3:32])(=[O:15])[C:11]([CH3:14])([CH3:13])[CH3:12]. (2) Given the reactants [C:1]([O:5][C:6](=[O:34])[NH:7][CH2:8][CH2:9][CH2:10][NH:11][CH:12]([C:16]1[N:17]([CH2:27][C:28]2[CH:33]=[CH:32][CH:31]=[CH:30][CH:29]=2)[C:18](=[O:26])[C:19]2[C:24]([CH3:25])=[N:23][O:22][C:20]=2[N:21]=1)[CH:13]([CH3:15])[CH3:14])([CH3:4])([CH3:3])[CH3:2].[C:35]1(C)[C:36]([C:41](Cl)=[O:42])=[CH:37][CH:38]=[CH:39][CH:40]=1.[CH2:45](N(CC)CC)C, predict the reaction product. The product is: [C:1]([O:5][C:6](=[O:34])[NH:7][CH2:8][CH2:9][CH2:10][N:11]([CH:12]([C:16]1[N:17]([CH2:27][C:28]2[CH:29]=[CH:30][CH:31]=[CH:32][CH:33]=2)[C:18](=[O:26])[C:19]2[C:24]([CH3:25])=[N:23][O:22][C:20]=2[N:21]=1)[CH:13]([CH3:15])[CH3:14])[C:41](=[O:42])[C:36]1[CH:35]=[CH:40][C:39]([CH3:45])=[CH:38][CH:37]=1)([CH3:3])([CH3:4])[CH3:2]. (3) The product is: [CH2:28]([CH:3]([CH2:1][CH3:2])[CH:4]([NH:17][C:18]1[CH:19]=[CH:20][C:21]([C:22]([OH:24])=[O:23])=[CH:26][CH:27]=1)[C:5]1[O:6][C:7]2[CH:14]=[CH:13][C:12]([O:15][CH3:16])=[CH:11][C:8]=2[C:9]=1[CH3:10])[CH3:29]. Given the reactants [CH2:1]([CH:3]([CH2:28][CH3:29])[CH:4]([NH:17][C:18]1[CH:27]=[CH:26][C:21]([C:22]([O:24]C)=[O:23])=[CH:20][CH:19]=1)[C:5]1[O:6][C:7]2[CH:14]=[CH:13][C:12]([O:15][CH3:16])=[CH:11][C:8]=2[C:9]=1[CH3:10])[CH3:2].O1CCCC1.[OH-].[Na+], predict the reaction product. (4) Given the reactants Cl[CH2:2][C:3]1[CH:8]=[CH:7][C:6]([CH2:9][CH:10]([CH3:12])[CH3:11])=[C:5]([C:13]([F:16])([F:15])[F:14])[CH:4]=1.C(=O)([O-])[O-].[K+].[K+].[C:23]([O:27][C:28](=[O:52])[CH2:29][CH2:30][N:31]([C:45]([O:47][C:48]([CH3:51])([CH3:50])[CH3:49])=[O:46])[CH2:32][C:33]([N:35]1[C:43]2[C:38](=[CH:39][C:40]([OH:44])=[CH:41][CH:42]=2)[CH2:37][CH2:36]1)=[O:34])([CH3:26])([CH3:25])[CH3:24].O, predict the reaction product. The product is: [C:23]([O:27][C:28](=[O:52])[CH2:29][CH2:30][N:31]([C:45]([O:47][C:48]([CH3:51])([CH3:50])[CH3:49])=[O:46])[CH2:32][C:33]([N:35]1[C:43]2[C:38](=[CH:39][C:40]([O:44][CH2:2][C:3]3[CH:8]=[CH:7][C:6]([CH2:9][CH:10]([CH3:12])[CH3:11])=[C:5]([C:13]([F:16])([F:15])[F:14])[CH:4]=3)=[CH:41][CH:42]=2)[CH2:37][CH2:36]1)=[O:34])([CH3:26])([CH3:25])[CH3:24]. (5) The product is: [CH3:23][C:17]1([C:20]([O:22][CH2:24][C:25]2[CH:30]=[CH:29][CH:28]=[CH:27][CH:26]=2)=[O:21])[CH2:18][CH2:19][CH:14]([C:12]([O:11][C:7]([CH3:10])([CH3:8])[CH3:9])=[O:13])[CH2:15][CH2:16]1. Given the reactants C(=O)([O-])[O-].[K+].[K+].[C:7]([O:11][C:12]([CH:14]1[CH2:19][CH2:18][C:17]([CH3:23])([C:20]([OH:22])=[O:21])[CH2:16][CH2:15]1)=[O:13])([CH3:10])([CH3:9])[CH3:8].[CH2:24](Br)[C:25]1[CH:30]=[CH:29][CH:28]=[CH:27][CH:26]=1.C(OCC)(=O)C, predict the reaction product.